This data is from Forward reaction prediction with 1.9M reactions from USPTO patents (1976-2016). The task is: Predict the product of the given reaction. (1) Given the reactants [Cl:1][C:2]1[CH:27]=[C:26]([O:28][CH3:29])[CH:25]=[CH:24][C:3]=1[O:4][C:5]1[CH:10]=[CH:9][CH:8]=[CH:7][C:6]=1[NH:11][S:12]([C:15]1[CH:23]=[CH:22][C:18]([C:19](O)=[O:20])=[CH:17][CH:16]=1)(=[O:14])=[O:13].[N:30]1([CH:36]2[CH2:41][CH2:40][N:39]([C:42]3[CH:47]=[CH:46][C:45]([NH2:48])=[CH:44][CH:43]=3)[CH2:38][CH2:37]2)[CH2:35][CH2:34][CH2:33][CH2:32][CH2:31]1, predict the reaction product. The product is: [N:30]1([CH:36]2[CH2:41][CH2:40][N:39]([C:42]3[CH:43]=[CH:44][C:45]([NH:48][C:19](=[O:20])[C:18]4[CH:22]=[CH:23][C:15]([S:12](=[O:14])(=[O:13])[NH:11][C:6]5[CH:7]=[CH:8][CH:9]=[CH:10][C:5]=5[O:4][C:3]5[CH:24]=[CH:25][C:26]([O:28][CH3:29])=[CH:27][C:2]=5[Cl:1])=[CH:16][CH:17]=4)=[CH:46][CH:47]=3)[CH2:38][CH2:37]2)[CH2:31][CH2:32][CH2:33][CH2:34][CH2:35]1. (2) Given the reactants C([O:3][C:4](=O)[CH:5]=[CH:6][CH2:7][CH2:8][C@H:9]1[CH2:14][CH2:13][C@H:12]([N:15]([C:17]([O:19][C:20]([CH3:23])([CH3:22])[CH3:21])=[O:18])[CH3:16])[CH2:11][CH2:10]1)C.[H-].[H-].[H-].[H-].[Li+].[Al+3], predict the reaction product. The product is: [C:20]([O:19][C:17](=[O:18])[N:15]([C@H:12]1[CH2:11][CH2:10][C@H:9]([CH2:8][CH2:7][CH2:6][CH2:5][CH2:4][OH:3])[CH2:14][CH2:13]1)[CH3:16])([CH3:21])([CH3:23])[CH3:22]. (3) Given the reactants [H-].[Na+].[C:3]1(=[O:13])[C:12]2[C:7](=[CH:8][CH:9]=[CH:10][CH:11]=2)[CH2:6][CH2:5][CH2:4]1.[CH2:14]([O:16][C:17](=O)[O:18]CC)[CH3:15], predict the reaction product. The product is: [CH2:14]([O:16][C:17]([CH:4]1[CH2:5][CH2:6][C:7]2[C:12](=[CH:11][CH:10]=[CH:9][CH:8]=2)[C:3]1=[O:13])=[O:18])[CH3:15]. (4) Given the reactants Cl[C:2]1[C:3]([NH2:9])=[N:4][CH:5]=[N:6][C:7]=1Cl.[NH2:10][CH2:11][CH:12]1[CH2:17][CH2:16][N:15]([C:18]([O:20]C(C)(C)C)=O)[CH2:14][CH2:13]1.[C:25]1([NH:31][C:32](=[O:48])[C:33]2[CH:38]=[CH:37][C:36](B3OC(C)(C)C(C)(C)O3)=[CH:35][CH:34]=2)[CH:30]=[CH:29][CH:28]=[CH:27][CH:26]=1.[C:49](Cl)(=O)[CH:50]=C, predict the reaction product. The product is: [C:18]([N:15]1[CH2:14][CH2:13][CH:12]([CH2:11][NH:10][C:7]2[C:2]([C:36]3[CH:37]=[CH:38][C:33]([C:32]([NH:31][C:25]4[CH:30]=[CH:29][CH:28]=[CH:27][CH:26]=4)=[O:48])=[CH:34][CH:35]=3)=[C:3]([NH2:9])[N:4]=[CH:5][N:6]=2)[CH2:17][CH2:16]1)(=[O:20])[CH:49]=[CH2:50]. (5) The product is: [NH2:59][C:60]1[CH:65]=[C:64]([C:21]2[CH:26]=[CH:25][CH:24]=[C:23]([O:27][CH2:28][C@@H:29]([C:50]([O:52][CH3:53])=[O:51])[NH:30][C:31]([C:38]3[CH:43]=[CH:42][CH:41]=[CH:40][CH:39]=3)([C:44]3[CH:49]=[CH:48][CH:47]=[CH:46][CH:45]=3)[C:32]3[CH:33]=[CH:34][CH:35]=[CH:36][CH:37]=3)[CH:22]=2)[CH:63]=[CH:62][CH:61]=1. Given the reactants C1([As](C2C=CC=CC=2)C2C=CC=CC=2)C=CC=CC=1.Br[C:21]1[CH:22]=[C:23]([O:27][CH2:28][C@@H:29]([C:50]([O:52][CH3:53])=[O:51])[NH:30][C:31]([C:44]2[CH:49]=[CH:48][CH:47]=[CH:46][CH:45]=2)([C:38]2[CH:43]=[CH:42][CH:41]=[CH:40][CH:39]=2)[C:32]2[CH:37]=[CH:36][CH:35]=[CH:34][CH:33]=2)[CH:24]=[CH:25][CH:26]=1.S(O)(O)(=O)=O.[NH2:59][C:60]1[CH:61]=[C:62](B(O)O)[CH:63]=[CH:64][CH:65]=1.NC1C=C(B(O)O)C=CC=1.C(=O)([O-])[O-].[Cs+].[Cs+], predict the reaction product.